This data is from Forward reaction prediction with 1.9M reactions from USPTO patents (1976-2016). The task is: Predict the product of the given reaction. (1) Given the reactants [F:1][C:2]1[CH:10]=[C:9]2[C:5]([C:6]([CH3:23])([CH3:22])[C:7](=[O:21])[N:8]2[C:11]([NH:13][CH2:14][CH:15]2[CH2:20][CH2:19][NH:18][CH2:17][CH2:16]2)=[O:12])=[CH:4][CH:3]=1.C(N(CC)CC)C.Br[CH2:32][C:33]([O:35][C:36]([CH3:39])([CH3:38])[CH3:37])=[O:34].C(=O)(O)[O-].[Na+], predict the reaction product. The product is: [C:36]([O:35][C:33](=[O:34])[CH2:32][N:18]1[CH2:19][CH2:20][CH:15]([CH2:14][NH:13][C:11]([N:8]2[C:9]3[C:5](=[CH:4][CH:3]=[C:2]([F:1])[CH:10]=3)[C:6]([CH3:23])([CH3:22])[C:7]2=[O:21])=[O:12])[CH2:16][CH2:17]1)([CH3:39])([CH3:38])[CH3:37]. (2) The product is: [C:10]([CH:14]([OH:44])[C@H:15]1[O:19][C@@H:18]([N:20]2[C:29]3[C:23]([C:24]([N:26]=[CH:27][N:28]=3)=[N:25][C:1](=[O:8])[C:2]3[CH:7]=[CH:6][CH:5]=[CH:4][CH:3]=3)=[N:22][C:21]2=[SiH2:30])[C@H:17]([O:31][Si:32]([C:35]([CH3:38])([CH3:37])[CH3:36])([CH3:34])[CH3:33])[C@@H:16]1[O:39][C:40]([CH3:43])([CH3:42])[CH3:41])([CH3:13])([CH3:11])[CH3:12]. Given the reactants [C:1](Cl)(=[O:8])[C:2]1[CH:7]=[CH:6][CH:5]=[CH:4][CH:3]=1.[C:10]([CH:14]([OH:44])[C@H:15]1[O:19][C@@H:18]([N:20]2[C:29]3[C:23]([C:24]([N:26]=[CH:27][N:28]=3)=[NH:25])=[N:22][C:21]2=[SiH2:30])[C@H:17]([O:31][Si:32]([C:35]([CH3:38])([CH3:37])[CH3:36])([CH3:34])[CH3:33])[C@@H:16]1[O:39][C:40]([CH3:43])([CH3:42])[CH3:41])([CH3:13])([CH3:12])[CH3:11].N1CCOCC1, predict the reaction product. (3) Given the reactants [Br:1][C:2]1[CH:7]=[CH:6][C:5]([OH:8])=[C:4]([CH:9]([OH:13])[CH:10]([CH3:12])[CH3:11])[CH:3]=1, predict the reaction product. The product is: [Br:1][C:2]1[CH:7]=[CH:6][C:5]([OH:8])=[C:4]([C:9](=[O:13])[CH:10]([CH3:11])[CH3:12])[CH:3]=1. (4) Given the reactants [CH3:1][C:2]1[C:6](=[O:7])[O:5][CH2:4][C:3]=1[N:8]1[CH:12]=[CH:11][C:10]2([CH2:17][CH2:16][N:15](C(OC(C)(C)C)=O)[CH2:14][CH2:13]2)[C:9]1=[O:25].FC(F)(F)C(O)=O, predict the reaction product. The product is: [CH3:1][C:2]1[C:6](=[O:7])[O:5][CH2:4][C:3]=1[N:8]1[CH:12]=[CH:11][C:10]2([CH2:17][CH2:16][NH:15][CH2:14][CH2:13]2)[C:9]1=[O:25]. (5) Given the reactants [CH3:1][O:2][C:3]1[C:4]2[CH2:12][NH:11][CH2:10][CH2:9][C:5]=2[N:6]=[CH:7][N:8]=1.Br[C:14]1[CH:15]=[C:16]([CH3:22])[C:17]([O:20][CH3:21])=[N:18][CH:19]=1.C(=O)([O-])[O-].[Cs+].[Cs+].CC(C1C=C(C(C)C)C(C2C=CC=CC=2P(C2CCCCC2)C2CCCCC2)=C(C(C)C)C=1)C, predict the reaction product. The product is: [CH3:1][O:2][C:3]1[C:4]2[CH2:12][N:11]([C:14]3[CH:19]=[N:18][C:17]([O:20][CH3:21])=[C:16]([CH3:22])[CH:15]=3)[CH2:10][CH2:9][C:5]=2[N:6]=[CH:7][N:8]=1. (6) The product is: [CH2:13]([O:20][C:21]([N:23]1[CH2:28][CH2:27][CH:26]([CH2:29][CH2:30][C:31]2([C:32]3[CH:37]=[CH:36][CH:35]=[CH:34][CH:33]=3)[S:12][CH2:9][CH2:10][S:11]2)[CH2:25][CH2:24]1)=[O:22])[C:14]1[CH:15]=[CH:16][CH:17]=[CH:18][CH:19]=1. Given the reactants B(F)(F)F.C(O)(=O)C.[CH2:9]([SH:12])[CH2:10][SH:11].[CH2:13]([O:20][C:21]([N:23]1[CH2:28][CH2:27][CH:26]([CH2:29][CH2:30][C:31](=O)[C:32]2[CH:37]=[CH:36][CH:35]=[CH:34][CH:33]=2)[CH2:25][CH2:24]1)=[O:22])[C:14]1[CH:19]=[CH:18][CH:17]=[CH:16][CH:15]=1, predict the reaction product. (7) Given the reactants C(N(CC)CC)C.[CH:8]1([C:13](Cl)=[O:14])[CH2:12][CH2:11][CH2:10][CH2:9]1.[C:16]([NH:20][C:21]([C:23]1[CH:27]=[C:26]([C:28]2[CH:33]=[CH:32][C:31]([CH2:34][NH2:35])=[CH:30][N:29]=2)[N:25]([C:36]2[CH:41]=[CH:40][CH:39]=[CH:38][CH:37]=2)[N:24]=1)=[O:22])([CH3:19])([CH3:18])[CH3:17].CO, predict the reaction product. The product is: [C:16]([NH:20][C:21]([C:23]1[CH:27]=[C:26]([C:28]2[CH:33]=[CH:32][C:31]([CH2:34][NH:35][C:13]([CH:8]3[CH2:12][CH2:11][CH2:10][CH2:9]3)=[O:14])=[CH:30][N:29]=2)[N:25]([C:36]2[CH:41]=[CH:40][CH:39]=[CH:38][CH:37]=2)[N:24]=1)=[O:22])([CH3:19])([CH3:17])[CH3:18]. (8) Given the reactants [Cl:1][C:2]1[CH:7]=[C:6]([CH2:8][NH:9][CH2:10][C@H:11]([OH:24])[C:12]2[CH:21]=[CH:20][C:19]([OH:22])=[C:18]3[C:13]=2[CH:14]=[CH:15][C:16](=[O:23])[NH:17]3)[C:5]([O:25][CH3:26])=[CH:4][C:3]=1[NH:27][C:28]([CH2:30][CH2:31][N:32]1[CH2:37][CH2:36][CH:35]([O:38][C:39](=[O:53])[NH:40][C:41]2[CH:46]=[CH:45][CH:44]=[CH:43][C:42]=2[C:47]2[CH:52]=[CH:51][CH:50]=[CH:49][CH:48]=2)[CH2:34][CH2:33]1)=[O:29].O.O.[CH2:56]([S:62]([OH:65])(=[O:64])=[O:63])[CH2:57][S:58]([OH:61])(=[O:60])=[O:59], predict the reaction product. The product is: [CH2:56]([S:62]([OH:65])(=[O:64])=[O:63])[CH2:57][S:58]([OH:61])(=[O:60])=[O:59].[Cl:1][C:2]1[CH:7]=[C:6]([CH2:8][NH:9][CH2:10][C@H:11]([OH:24])[C:12]2[CH:21]=[CH:20][C:19]([OH:22])=[C:18]3[C:13]=2[CH:14]=[CH:15][C:16](=[O:23])[NH:17]3)[C:5]([O:25][CH3:26])=[CH:4][C:3]=1[NH:27][C:28]([CH2:30][CH2:31][N:32]1[CH2:37][CH2:36][CH:35]([O:38][C:39](=[O:53])[NH:40][C:41]2[CH:46]=[CH:45][CH:44]=[CH:43][C:42]=2[C:47]2[CH:48]=[CH:49][CH:50]=[CH:51][CH:52]=2)[CH2:34][CH2:33]1)=[O:29]. (9) Given the reactants [CH3:1][O:2][C:3]1[N:8]=[N:7][C:6]([NH2:9])=[CH:5][CH:4]=1.CC1(C)C2C(=C(P(C3C=CC=CC=3)C3C=CC=CC=3)C=CC=2)OC2C(P(C3C=CC=CC=3)C3C=CC=CC=3)=CC=CC1=2.[C:52]([O:55][CH2:56][C:57]1[C:58]([N:72]2[CH2:83][CH2:82][N:81]3[C:74](=[CH:75][C:76]4[CH2:77][C:78]([CH3:85])([CH3:84])[CH2:79][C:80]=43)[C:73]2=[O:86])=[N:59][CH:60]=[CH:61][C:62]=1[C:63]1[CH:68]=[C:67](Br)[C:66](=[O:70])[N:65]([CH3:71])[CH:64]=1)(=[O:54])[CH3:53].C([O-])([O-])=O.[Cs+].[Cs+], predict the reaction product. The product is: [C:52]([O:55][CH2:56][C:57]1[C:58]([N:72]2[CH2:83][CH2:82][N:81]3[C:74](=[CH:75][C:76]4[CH2:77][C:78]([CH3:85])([CH3:84])[CH2:79][C:80]=43)[C:73]2=[O:86])=[N:59][CH:60]=[CH:61][C:62]=1[C:63]1[CH:68]=[C:67]([NH:9][C:6]2[N:7]=[N:8][C:3]([O:2][CH3:1])=[CH:4][CH:5]=2)[C:66](=[O:70])[N:65]([CH3:71])[CH:64]=1)(=[O:54])[CH3:53]. (10) Given the reactants I[C:2]1[CH:3]=[C:4]([N:8]2[C:12]3=[N:13][N:14]=[CH:15][CH:16]=[C:11]3[C:10]([C:17]([O:19][CH3:20])=[O:18])=[N:9]2)[CH:5]=[CH:6][CH:7]=1.[C:21]([C@:23]1([OH:30])[CH2:27][CH2:26][N:25]([CH3:28])[C:24]1=[O:29])#[CH:22], predict the reaction product. The product is: [OH:30][C@@:23]1([C:21]#[C:22][C:2]2[CH:3]=[C:4]([N:8]3[C:12]4=[N:13][N:14]=[CH:15][CH:16]=[C:11]4[C:10]([C:17]([O:19][CH3:20])=[O:18])=[N:9]3)[CH:5]=[CH:6][CH:7]=2)[CH2:27][CH2:26][N:25]([CH3:28])[C:24]1=[O:29].